From a dataset of Peptide-MHC class II binding affinity with 134,281 pairs from IEDB. Regression. Given a peptide amino acid sequence and an MHC pseudo amino acid sequence, predict their binding affinity value. This is MHC class II binding data. The peptide sequence is EEDIEIIPIQEKEY. The MHC is HLA-DQA10301-DQB10302 with pseudo-sequence HLA-DQA10301-DQB10302. The binding affinity (normalized) is 0.768.